Task: Predict the reactants needed to synthesize the given product.. Dataset: Full USPTO retrosynthesis dataset with 1.9M reactions from patents (1976-2016) (1) Given the product [Cl:1][C:2]1[CH:7]=[C:6]([OH:8])[C:5]([S:9]([N:12]2[CH2:18][CH2:17][CH2:16][CH2:15][C:14]3[CH:19]=[CH:20][CH:21]=[CH:22][C:13]2=3)(=[O:11])=[O:10])=[CH:4][C:3]=1[C:33]1[C:34]([CH3:41])=[CH:35][C:36]([C:39]#[N:40])=[N:37][CH:38]=1, predict the reactants needed to synthesize it. The reactants are: [Cl:1][C:2]1[C:3](C2OC(C)(C)C(C)(C)O2)=[CH:4][C:5]([S:9]([N:12]2[CH2:18][CH2:17][CH2:16][CH2:15][C:14]3[CH:19]=[CH:20][CH:21]=[CH:22][C:13]2=3)(=[O:11])=[O:10])=[C:6]([OH:8])[CH:7]=1.Br[C:33]1[C:34]([CH3:41])=[CH:35][C:36]([C:39]#[N:40])=[N:37][CH:38]=1.C([O-])([O-])=O.[K+].[K+]. (2) Given the product [C:1]([O:5][C@@H:6]([C:11]1[C:12]([CH3:31])=[N:13][C:14]2[N:15]([N:18]=[C:19]([C:21]3[CH:30]=[CH:29][C:28]4[CH2:27][CH2:26][CH2:25][CH2:24][C:23]=4[CH:22]=3)[CH:20]=2)[C:16]=1[N:36]1[CH2:37][CH2:38][C:33]([CH3:39])([CH3:32])[CH2:34][CH2:35]1)[C:7]([OH:9])=[O:8])([CH3:3])([CH3:2])[CH3:4], predict the reactants needed to synthesize it. The reactants are: [C:1]([O:5][C@@H:6]([C:11]1[C:12]([CH3:31])=[N:13][C:14]2[N:15]([N:18]=[C:19]([C:21]3[CH:30]=[CH:29][C:28]4[CH2:27][CH2:26][CH2:25][CH2:24][C:23]=4[CH:22]=3)[CH:20]=2)[C:16]=1Cl)[C:7]([O:9]C)=[O:8])([CH3:4])([CH3:3])[CH3:2].[CH3:32][C:33]1([CH3:39])[CH2:38][CH2:37][NH:36][CH2:35][CH2:34]1.Cl.CCN(C(C)C)C(C)C.[OH-].[Na+]. (3) Given the product [Br:1][C:2]1[CH:27]=[CH:26][C:5]2[N:6]=[C:7]([NH:9][C:10]3[CH:11]=[C:12]([CH2:24][N:28]4[CH2:33][CH2:32][CH2:31][CH2:30][CH2:29]4)[N:13]=[C:14]([NH:16][C@H:17]4[CH2:18][CH2:19][C@H:20]([OH:23])[CH2:21][CH2:22]4)[N:15]=3)[S:8][C:4]=2[CH:3]=1, predict the reactants needed to synthesize it. The reactants are: [Br:1][C:2]1[CH:27]=[CH:26][C:5]2[N:6]=[C:7]([NH:9][C:10]3[N:15]=[C:14]([NH:16][C@H:17]4[CH2:22][CH2:21][C@H:20]([OH:23])[CH2:19][CH2:18]4)[N:13]=[C:12]([CH:24]=O)[CH:11]=3)[S:8][C:4]=2[CH:3]=1.[NH:28]1[CH2:33][CH2:32][CH2:31][CH2:30][CH2:29]1.C(O[BH-](OC(=O)C)OC(=O)C)(=O)C.[Na+].C(=O)(O)[O-].[Na+]. (4) Given the product [Br:14][C:15]1[CH:20]=[C:19]([O:21][CH3:22])[C:18]([CH:23]2[C:27](=[O:28])[CH:26]=[CH:25][C:24]2=[O:29])=[C:17]([F:30])[CH:16]=1, predict the reactants needed to synthesize it. The reactants are: CC(C)=O.OS(O)(=O)=O.O=[Cr](=O)=O.[Br:14][C:15]1[CH:20]=[C:19]([O:21][CH3:22])[C:18]([CH:23]2[C:27](=[O:28])[CH:26]=[CH:25][CH:24]2[OH:29])=[C:17]([F:30])[CH:16]=1.C(OCC)C. (5) Given the product [Br:11][C:12]1[CH:32]=[CH:31][CH:30]=[CH:29][C:13]=1[CH2:14][N:15]1[C:23]2[C:18](=[CH:19][C:20]([C:24]([NH:10][CH:7]([C:1]3[CH:6]=[CH:5][CH:4]=[CH:3][CH:2]=3)[CH2:8][CH3:9])=[O:25])=[CH:21][CH:22]=2)[CH:17]=[CH:16]1, predict the reactants needed to synthesize it. The reactants are: [C:1]1([CH:7]([NH2:10])[CH2:8][CH3:9])[CH:6]=[CH:5][CH:4]=[CH:3][CH:2]=1.[Br:11][C:12]1[CH:32]=[CH:31][CH:30]=[CH:29][C:13]=1[CH2:14][N:15]1[C:23]2[C:18](=[CH:19][C:20]([C:24](O)=[O:25])=[CH:21][CH:22]=2)[C:17](C)=[C:16]1C. (6) The reactants are: [CH3:1][C:2]1[O:6][C:5]([CH2:7][NH:8][C:9]2[CH:18]=[CH:17][C:16]3[C:15]([NH2:19])=[CH:14][CH:13]=[CH:12][C:11]=3[N:10]=2)=[CH:4][CH:3]=1.C(N(CC)C(C)C)(C)C.[C:29]1([S:35](Cl)(=[O:37])=[O:36])[CH:34]=[CH:33][CH:32]=[CH:31][CH:30]=1.O. Given the product [CH3:1][C:2]1[O:6][C:5]([CH2:7][NH:8][C:9]2[CH:18]=[CH:17][C:16]3[C:11](=[CH:12][CH:13]=[CH:14][C:15]=3[NH:19][S:35]([C:29]3[CH:34]=[CH:33][CH:32]=[CH:31][CH:30]=3)(=[O:37])=[O:36])[N:10]=2)=[CH:4][CH:3]=1, predict the reactants needed to synthesize it. (7) Given the product [F:37][C:38]([F:43])([F:42])[C:39]([OH:41])=[O:40].[NH2:24][C@@H:20]1[CH2:21][CH2:22][CH2:23][N:18]([C:16]2[N:15]3[N:32]=[CH:33][CH:34]=[C:14]3[N:13]=[C:12]([NH:11][C:9](=[O:10])[C:8]3[CH:35]=[CH:36][C:5]([C:2]([OH:1])([CH3:3])[CH3:4])=[CH:6][CH:7]=3)[CH:17]=2)[CH2:19]1, predict the reactants needed to synthesize it. The reactants are: [OH:1][C:2]([C:5]1[CH:36]=[CH:35][C:8]([C:9]([NH:11][C:12]2[CH:17]=[C:16]([N:18]3[CH2:23][CH2:22][CH2:21][C@@H:20]([NH:24]C(=O)OC(C)(C)C)[CH2:19]3)[N:15]3[N:32]=[CH:33][CH:34]=[C:14]3[N:13]=2)=[O:10])=[CH:7][CH:6]=1)([CH3:4])[CH3:3].[F:37][C:38]([F:43])([F:42])[C:39]([OH:41])=[O:40]. (8) Given the product [N:35]1([C:2]2[N:7]3[CH:8]=[C:9]([CH2:11][N:12]([CH:25]4[C:34]5[N:33]=[CH:32][CH:31]=[CH:30][C:29]=5[CH2:28][CH2:27][CH2:26]4)[CH2:13][CH2:14][CH2:15][CH2:16][NH:17][C:18](=[O:24])[O:19][C:20]([CH3:23])([CH3:22])[CH3:21])[N:10]=[C:6]3[CH:5]=[CH:4][CH:3]=2)[CH2:39][CH2:38][CH2:37][CH2:36]1, predict the reactants needed to synthesize it. The reactants are: F[C:2]1[N:7]2[CH:8]=[C:9]([CH2:11][N:12]([CH:25]3[C:34]4[N:33]=[CH:32][CH:31]=[CH:30][C:29]=4[CH2:28][CH2:27][CH2:26]3)[CH2:13][CH2:14][CH2:15][CH2:16][NH:17][C:18](=[O:24])[O:19][C:20]([CH3:23])([CH3:22])[CH3:21])[N:10]=[C:6]2[CH:5]=[CH:4][CH:3]=1.[NH:35]1[CH2:39][CH2:38][CH2:37][CH2:36]1. (9) The reactants are: [N:1]1[CH:6]=[CH:5][C:4]([C:7]2[C:8]([C:12]3[CH:13]=[C:14]([NH2:18])[CH:15]=[CH:16][CH:17]=3)=[N:9][NH:10][CH:11]=2)=[CH:3][CH:2]=1.[F:19][C:20]([F:32])([F:31])[C:21]1[CH:26]=[CH:25][C:24]([CH2:27][C:28](O)=[O:29])=[CH:23][CH:22]=1.CCN(C(C)C)C(C)C.CN(C(ON1N=NC2C=CC=CC1=2)=[N+](C)C)C.[B-](F)(F)(F)F.C([O-])(O)=O.[Na+]. Given the product [N:1]1[CH:2]=[CH:3][C:4]([C:7]2[C:8]([C:12]3[CH:13]=[C:14]([NH:18][C:28](=[O:29])[CH2:27][C:24]4[CH:23]=[CH:22][C:21]([C:20]([F:31])([F:19])[F:32])=[CH:26][CH:25]=4)[CH:15]=[CH:16][CH:17]=3)=[N:9][NH:10][CH:11]=2)=[CH:5][CH:6]=1, predict the reactants needed to synthesize it.